Dataset: Forward reaction prediction with 1.9M reactions from USPTO patents (1976-2016). Task: Predict the product of the given reaction. (1) Given the reactants [C:1]1([C:22]2[CH:27]=[CH:26][CH:25]=[CH:24][CH:23]=2)[CH:6]=[CH:5][C:4]([N:7]=[C:8]=[N:9][C:10]2[CH:15]=[CH:14][CH:13]=[CH:12][C:11]=2[CH:16]=[CH:17][C:18]([O:20][CH3:21])=[O:19])=[CH:3][CH:2]=1.[CH3:28][NH:29][CH2:30][CH2:31][CH2:32][CH2:33][CH2:34][N:35]1[CH2:39][CH2:38][CH2:37][CH2:36]1, predict the reaction product. The product is: [C:1]1([C:22]2[CH:23]=[CH:24][CH:25]=[CH:26][CH:27]=2)[CH:6]=[CH:5][C:4]([N:7]2[CH:16]([CH2:17][C:18]([O:20][CH3:21])=[O:19])[C:11]3[C:10](=[CH:15][CH:14]=[CH:13][CH:12]=3)[N:9]=[C:8]2[N:29]([CH3:28])[CH2:30][CH2:31][CH2:32][CH2:33][CH2:34][N:35]2[CH2:36][CH2:37][CH2:38][CH2:39]2)=[CH:3][CH:2]=1. (2) Given the reactants [NH2:1][C:2]1[N:3]=[C:4]([CH3:16])[C:5]2[CH:11]=[CH:10][C:9](=[O:12])[N:8]([CH:13]([CH3:15])[CH3:14])[C:6]=2[N:7]=1.[Br:17]Br, predict the reaction product. The product is: [NH2:1][C:2]1[N:3]=[C:4]([CH3:16])[C:5]2[CH:11]=[C:10]([Br:17])[C:9](=[O:12])[N:8]([CH:13]([CH3:14])[CH3:15])[C:6]=2[N:7]=1. (3) Given the reactants C([Li])CCC.[C:6]([O:10][C:11]([N:13]1[CH2:18][CH:17]([CH3:19])[O:16][C:15]2[CH:20]=[C:21](Br)[CH:22]=[N:23][C:14]1=2)=[O:12])([CH3:9])([CH3:8])[CH3:7].C([O:28][B:29](OC(C)C)[O:30]C(C)C)(C)C, predict the reaction product. The product is: [C:6]([O:10][C:11]([N:13]1[CH2:18][CH:17]([CH3:19])[O:16][C:15]2[CH:20]=[C:21]([B:29]([OH:30])[OH:28])[CH:22]=[N:23][C:14]1=2)=[O:12])([CH3:9])([CH3:8])[CH3:7]. (4) Given the reactants CCN(C(C)C)C(C)C.[C:10]1([C:16]2[NH:20][N:19]=[C:18]([C:21]([NH:23][CH2:24][C:25]([OH:27])=O)=[O:22])[CH:17]=2)[CH:15]=[CH:14][CH:13]=[CH:12][CH:11]=1.C1C=CC2N(O)N=NC=2C=1.CCN=C=NCCCN(C)C.Cl.Cl.Cl.[CH:52]12[CH2:61][CH:56]3[CH2:57][CH:58]([CH2:60][CH:54]([CH2:55]3)[CH:53]1[NH:62][CH:63]1[CH2:68][CH2:67][NH:66][CH2:65][CH2:64]1)[CH2:59]2, predict the reaction product. The product is: [CH:54]12[CH2:55][CH:56]3[CH2:57][CH:58]([CH2:59][CH:52]([CH2:61]3)[CH:53]1[NH:62][CH:63]1[CH2:68][CH2:67][N:66]([C:25](=[O:27])[CH2:24][NH:23][C:21]([C:18]3[CH:17]=[C:16]([C:10]4[CH:11]=[CH:12][CH:13]=[CH:14][CH:15]=4)[NH:20][N:19]=3)=[O:22])[CH2:65][CH2:64]1)[CH2:60]2.